Dataset: Catalyst prediction with 721,799 reactions and 888 catalyst types from USPTO. Task: Predict which catalyst facilitates the given reaction. (1) Reactant: Cl[C:2]1[CH:11]=[C:10]2[C:5]([C:6](=[O:22])[C:7]([C:20]#[N:21])=[CH:8][N:9]2[CH2:12][O:13][CH2:14][CH2:15][Si:16]([CH3:19])([CH3:18])[CH3:17])=[CH:4][C:3]=1[N+:23]([O-:25])=[O:24].[N-:26]=[N+:27]=[N-:28].[Na+]. Product: [N:26]([C:2]1[CH:11]=[C:10]2[C:5]([C:6](=[O:22])[C:7]([C:20]#[N:21])=[CH:8][N:9]2[CH2:12][O:13][CH2:14][CH2:15][Si:16]([CH3:19])([CH3:18])[CH3:17])=[CH:4][C:3]=1[N+:23]([O-:25])=[O:24])=[N+:27]=[N-:28]. The catalyst class is: 16. (2) Reactant: [NH:1]1[CH2:8][CH2:7]C[C@H:2]1[C:3](O)=[O:4].I[C:10]1[CH:15]=[CH:14][CH:13]=[CH:12][CH:11]=1.N1CCOCC1. Product: [C:10]1([N:1]2[CH2:2][CH2:3][O:4][CH2:7][CH2:8]2)[CH:15]=[CH:14][CH:13]=[CH:12][CH:11]=1. The catalyst class is: 419. (3) Reactant: [CH3:1][C:2]1[CH:3]=[C:4]([OH:18])[CH:5]=[C:6]2[C:10]=1[NH:9][CH:8]=[C:7]2[CH:11]1[CH2:16][CH2:15][N:14]([CH3:17])[CH2:13][CH2:12]1.[OH-:19].[Na+].[F:21][C:22]1[CH:27]=[CH:26][CH:25]=[C:24]([F:28])[C:23]=1[S:29](Cl)(=[O:31])=[O:30]. Product: [CH3:1][C:2]1[CH:3]=[C:4]([O:18][S:29]([C:23]2[C:24]([F:28])=[CH:25][CH:26]=[CH:27][C:22]=2[F:21])(=[O:31])=[O:30])[CH:5]=[C:6]2[C:10]=1[NH:9][CH:8]=[C:7]2[CH:11]1[CH2:16][CH2:15][N:14]([CH3:17])[CH2:13][CH2:12]1.[F:21][C:22]1[CH:27]=[CH:26][CH:25]=[C:24]([F:28])[C:23]=1[S:29]([OH:31])(=[O:30])=[O:19]. The catalyst class is: 7. (4) Reactant: [C:1]1([C:7]2[S:8][C:9]3[CH:15]=[C:14]([C:16]([O:18]CC)=[O:17])[CH:13]=[CH:12][C:10]=3[N:11]=2)C=CC=CC=1.[Li+].[OH-].Cl. Product: [S:8]1[CH:9]=[CH:10][N:11]=[C:1]1[C:7]1[S:8][C:9]2[CH:15]=[C:14]([C:16]([OH:18])=[O:17])[CH:13]=[CH:12][C:10]=2[N:11]=1. The catalyst class is: 20. (5) Product: [CH3:20][C@H:19]1[C:17](=[O:18])[NH:16][C@:11]([C:62]([S:47][CH2:46][C@H:45]([NH:44][C:41]([CH3:36])=[O:43])[C:48]([OH:50])=[O:49])=[O:63])([C@@H:12]([OH:72])[CH:13]([CH3:14])[CH3:15])[C@H:9]1[OH:10]. Reactant: CC(C[C@H](N[C:9]([C@@H:11]([NH:16][C:17]([C@@H:19](NC(OCC1C=CC=CC=1)=O)[CH2:20]C(C)C)=[O:18])[CH2:12][CH:13]([CH3:15])[CH3:14])=[O:10])C=O)C.N[C@H:36]([C:41]([OH:43])=O)CCSC.[NH2:44][C@H:45]([C:48]([OH:50])=[O:49])[CH2:46][SH:47].CCCCCCCCCCC[CH2:62][O:63]S([O-])(=O)=O.[Na+].C(O)C(N)(CO)C[OH:72]. The catalyst class is: 16. (6) Reactant: [CH3:1][N:2]1[CH2:6][CH2:5][N:4]2[N:7]=[CH:8][C:9]([NH2:10])=[C:3]12.Cl[C:12]1[N:17]=[C:16]([NH:18][CH3:19])[C:15]([C:20]([F:23])([F:22])[F:21])=[CH:14][N:13]=1.C(=O)([O-])[O-].[Cs+].[Cs+].CC(C1C=C(C(C)C)C(C2C(P(C3CCCCC3)C3CCCCC3)=C(OC)C=CC=2OC)=C(C(C)C)C=1)C. Product: [CH3:19][NH:18][C:16]1[C:15]([C:20]([F:22])([F:21])[F:23])=[CH:14][N:13]=[C:12]([NH:10][C:9]2[CH:8]=[N:7][N:4]3[CH2:5][CH2:6][N:2]([CH3:1])[C:3]=23)[N:17]=1. The catalyst class is: 160. (7) Reactant: [CH3:1][CH:2]([CH3:5])[CH:3]=[CH2:4].[CH3:6][CH:7]([CH3:11])[CH2:8][CH2:9][OH:10]. Product: [CH3:1][CH:2]([CH3:5])[CH2:3][CH2:4][O:10][CH2:9][CH2:8][CH:7]([CH3:11])[CH3:6]. The catalyst class is: 6. (8) Reactant: [OH:1][CH2:2][C@@H:3]1[NH:7][C:6](=[O:8])[CH2:5][CH2:4]1.CO[C:11](OC)([CH3:13])[CH3:12]. Product: [CH3:12][C:11]1([CH3:13])[N:7]2[C:6](=[O:8])[CH2:5][CH2:4][C@@H:3]2[CH2:2][O:1]1. The catalyst class is: 626. (9) Reactant: Cl.[C:2]1([C@@H:8]2[CH2:10][C@H:9]2[NH2:11])[CH:7]=[CH:6][CH:5]=[CH:4][CH:3]=1. Product: [C:2]1([C@@H:8]2[CH2:10][C@H:9]2[NH2:11])[CH:7]=[CH:6][CH:5]=[CH:4][CH:3]=1. The catalyst class is: 801.